Dataset: Reaction yield outcomes from USPTO patents with 853,638 reactions. Task: Predict the reaction yield, written as a fraction of the theoretical maximum amount of product (1.0 means a 100% yield; for example, 0.34 means a 34% yield). (1) The reactants are [Cl:1][C:2]1[CH:3]=[C:4]([CH:7]=[CH:8][C:9]=1[CH2:10][NH:11][C:12]1[CH:17]=[CH:16][CH:15]=[CH:14][N:13]=1)[CH:5]=O.[C:18]([O-])([O-])=O.[K+].[K+]. The catalyst is O1CCOCC1.[Br-].C[P+](C1C=CC=CC=1)(C1C=CC=CC=1)C1C=CC=CC=1. The product is [Cl:1][C:2]1[CH:3]=[C:4]([CH:5]=[CH2:18])[CH:7]=[CH:8][C:9]=1[CH2:10][NH:11][C:12]1[CH:17]=[CH:16][CH:15]=[CH:14][N:13]=1. The yield is 0.500. (2) The reactants are [C:1]([OH:8])(=O)[CH:2]=[CH:3][CH:4]=[CH:5][CH3:6].ClC(OCC)=O.C(N(CC)CC)C.[CH:22]1([NH2:25])[CH2:24][CH2:23]1.[Cl-].[Na+]. The catalyst is C1COCC1. The product is [CH:22]1([NH:25][C:1](=[O:8])/[CH:2]=[CH:3]/[CH:4]=[CH:5]/[CH3:6])[CH2:24][CH2:23]1. The yield is 0.510.